From a dataset of Peptide-MHC class I binding affinity with 185,985 pairs from IEDB/IMGT. Regression. Given a peptide amino acid sequence and an MHC pseudo amino acid sequence, predict their binding affinity value. This is MHC class I binding data. (1) The peptide sequence is WRQWIPAGI. The MHC is HLA-A02:12 with pseudo-sequence HLA-A02:12. The binding affinity (normalized) is 0.0847. (2) The peptide sequence is LTSHLNPSI. The MHC is HLA-A32:01 with pseudo-sequence HLA-A32:01. The binding affinity (normalized) is 0.511. (3) The peptide sequence is GVDGLGVSV. The MHC is HLA-A80:01 with pseudo-sequence HLA-A80:01. The binding affinity (normalized) is 0.0847. (4) The peptide sequence is FSKSRSTLMY. The MHC is HLA-A01:01 with pseudo-sequence HLA-A01:01. The binding affinity (normalized) is 0.609. (5) The peptide sequence is LICYQIEYI. The MHC is HLA-A68:02 with pseudo-sequence HLA-A68:02. The binding affinity (normalized) is 0.0847. (6) The binding affinity (normalized) is 0.180. The MHC is HLA-A02:01 with pseudo-sequence HLA-A02:01. The peptide sequence is VCMTVDSLV.